From a dataset of Forward reaction prediction with 1.9M reactions from USPTO patents (1976-2016). Predict the product of the given reaction. Given the reactants [CH2:1]([O:5][CH2:6][CH2:7][O:8][C:9]1[CH:14]=[CH:13][C:12]([C:15]2[CH:16]=[CH:17][C:18]3[N:24]([CH2:25][CH2:26][CH3:27])[CH2:23][CH2:22][C:21]([C:28]([NH:30][C:31]4[CH:36]=[CH:35][C:34]([CH2:37][S:38][C:39]5[CH:44]=[CH:43][CH:42]=[CH:41][N:40]=5)=[CH:33][CH:32]=4)=[O:29])=[CH:20][C:19]=3[CH:45]=2)=[CH:11][CH:10]=1)[CH2:2][CH2:3][CH3:4].ClC1C=CC=C(C(OO)=[O:54])C=1.S([O-])([O-])(=O)=S.[Na+].[Na+], predict the reaction product. The product is: [CH2:1]([O:5][CH2:6][CH2:7][O:8][C:9]1[CH:10]=[CH:11][C:12]([C:15]2[CH:16]=[CH:17][C:18]3[N:24]([CH2:25][CH2:26][CH3:27])[CH2:23][CH2:22][C:21]([C:28]([NH:30][C:31]4[CH:32]=[CH:33][C:34]([CH2:37][S:38]([C:39]5[CH:44]=[CH:43][CH:42]=[CH:41][N:40]=5)=[O:54])=[CH:35][CH:36]=4)=[O:29])=[CH:20][C:19]=3[CH:45]=2)=[CH:13][CH:14]=1)[CH2:2][CH2:3][CH3:4].